This data is from Forward reaction prediction with 1.9M reactions from USPTO patents (1976-2016). The task is: Predict the product of the given reaction. (1) Given the reactants [OH:1][CH:2]1[CH2:7][CH2:6][N:5]([C:8]([O:10][CH:11]([CH3:13])[CH3:12])=[O:9])[CH2:4][CH2:3]1.[Cl:14][C:15]1[C:20]([CH3:21])=[C:19](Cl)[N:18]=[CH:17][N:16]=1, predict the reaction product. The product is: [CH:11]([O:10][C:8]([N:5]1[CH2:4][CH2:3][CH:2]([O:1][C:19]2[C:20]([CH3:21])=[C:15]([Cl:14])[N:16]=[CH:17][N:18]=2)[CH2:7][CH2:6]1)=[O:9])([CH3:13])[CH3:12]. (2) Given the reactants [F:1][C:2]([F:13])([F:12])[C:3]1[CH:8]=[CH:7][C:6](B(O)O)=[CH:5][CH:4]=1.Cl[C:15]1[CH:16]=[C:17]([CH:23]=[CH:24][N:25]=1)[C:18]([O:20][CH2:21][CH3:22])=[O:19], predict the reaction product. The product is: [F:1][C:2]([F:13])([F:12])[C:3]1[CH:8]=[CH:7][C:6]([C:15]2[CH:16]=[C:17]([CH:23]=[CH:24][N:25]=2)[C:18]([O:20][CH2:21][CH3:22])=[O:19])=[CH:5][CH:4]=1. (3) Given the reactants [NH2:1][C:2]1[NH:7][C:6](=[O:8])[CH:5]=[C:4]([CH2:9][C:10]2[CH:15]=[CH:14][CH:13]=[C:12]([Br:16])[CH:11]=2)[N:3]=1.[OH-].[K+].I[CH3:20], predict the reaction product. The product is: [NH2:1][C:2]1[N:7]([CH3:20])[C:6](=[O:8])[CH:5]=[C:4]([CH2:9][C:10]2[CH:15]=[CH:14][CH:13]=[C:12]([Br:16])[CH:11]=2)[N:3]=1. (4) Given the reactants Br[C:2]1[CH:3]=[C:4]([CH:21]=[C:22]([C:24]([F:27])([F:26])[F:25])[CH:23]=1)[CH2:5][O:6][C:7]1[CH:12]=[CH:11][CH:10]=[CH:9][C:8]=1[CH2:13][C:14]([O:16][C:17]([CH3:20])([CH3:19])[CH3:18])=[O:15].[OH:28][CH2:29][C@@H:30]([NH:46][C:47](=[O:53])[O:48][C:49]([CH3:52])([CH3:51])[CH3:50])[C:31]1[CH:36]=[CH:35][CH:34]=[C:33](B2OC(C)(C)C(C)(C)O2)[CH:32]=1, predict the reaction product. The product is: [C:49]([O:48][C:47]([NH:46][C@@H:30]([C:31]1[CH:32]=[C:33]([C:2]2[CH:23]=[C:22]([C:24]([F:26])([F:27])[F:25])[CH:21]=[C:4]([CH2:5][O:6][C:7]3[CH:12]=[CH:11][CH:10]=[CH:9][C:8]=3[CH2:13][C:14]([O:16][C:17]([CH3:20])([CH3:19])[CH3:18])=[O:15])[CH:3]=2)[CH:34]=[CH:35][CH:36]=1)[CH2:29][OH:28])=[O:53])([CH3:50])([CH3:51])[CH3:52]. (5) Given the reactants [NH:1]1[CH2:4][CH:3]([N:5]2[CH:9]=[CH:8][C:7]([C:10]3[N:22]([CH2:23][C:24]4[CH:29]=[CH:28][CH:27]=[C:26]([Cl:30])[CH:25]=4)[C:13]4[CH:14]=[CH:15][C:16]5[N:17]([C:18]([CH3:21])=[N:19][N:20]=5)[C:12]=4[CH:11]=3)=[N:6]2)[CH2:2]1.[CH3:31][S:32](Cl)(=[O:34])=[O:33].C(N(CC)CC)C, predict the reaction product. The product is: [Cl:30][C:26]1[CH:25]=[C:24]([CH:29]=[CH:28][CH:27]=1)[CH2:23][N:22]1[C:13]2[CH:14]=[CH:15][C:16]3[N:17]([C:18]([CH3:21])=[N:19][N:20]=3)[C:12]=2[CH:11]=[C:10]1[C:7]1[CH:8]=[CH:9][N:5]([CH:3]2[CH2:2][N:1]([S:32]([CH3:31])(=[O:34])=[O:33])[CH2:4]2)[N:6]=1.